From a dataset of Retrosynthesis with 50K atom-mapped reactions and 10 reaction types from USPTO. Predict the reactants needed to synthesize the given product. (1) Given the product O=C(CNC(=O)c1ccc(S(=O)(=O)Nc2ccccc2Oc2ccccc2)cc1)Nc1ccc2ncsc2c1, predict the reactants needed to synthesize it. The reactants are: Nc1ccc2ncsc2c1.O=C(O)CNC(=O)c1ccc(S(=O)(=O)Nc2ccccc2Oc2ccccc2)cc1. (2) Given the product O=C(O)CCCOc1ccc2cc(CC3CCN(C4CCCCC4)C3=O)ccc2c1, predict the reactants needed to synthesize it. The reactants are: COC(=O)CCCOc1ccc2cc(CC3CCN(C4CCCCC4)C3=O)ccc2c1.